From a dataset of Reaction yield outcomes from USPTO patents with 853,638 reactions. Predict the reaction yield, written as a fraction of the theoretical maximum amount of product (1.0 means a 100% yield; for example, 0.34 means a 34% yield). The reactants are [C:1]([CH:4]([CH2:15][CH2:16][CH2:17][SH:18])[CH2:5][C:6]1[CH:7]=[C:8]([CH:12]=[CH:13][CH:14]=1)[C:9]([OH:11])=[O:10])(O)=[O:2].C12(CS(O)(=O)=O)C(C)(C)C(CC1)CC2=O. The catalyst is C1(C)C=CC=CC=1. The product is [O:2]=[C:1]1[CH:4]([CH2:5][C:6]2[CH:7]=[C:8]([CH:12]=[CH:13][CH:14]=2)[C:9]([OH:11])=[O:10])[CH2:15][CH2:16][CH2:17][S:18]1. The yield is 0.670.